Dataset: Full USPTO retrosynthesis dataset with 1.9M reactions from patents (1976-2016). Task: Predict the reactants needed to synthesize the given product. (1) Given the product [F:23][C:24]1[C:29]([C:2]2[CH:3]=[C:4]3[C@@:15]4([CH2:20][CH2:19][O:18][C:17]([NH2:21])=[N:16]4)[C:14]4[CH:13]=[C:12]([C:38]5[CH:37]=[CH:36][N:35]=[C:34]([F:33])[CH:39]=5)[N:11]=[CH:10][C:9]=4[O:8][C:5]3=[CH:6][CH:7]=2)=[CH:28][CH:27]=[CH:26][N:25]=1, predict the reactants needed to synthesize it. The reactants are: Br[C:2]1[CH:3]=[C:4]2[C@@:15]3([CH2:20][CH2:19][O:18][C:17]([NH2:21])=[N:16]3)[C:14]3[CH:13]=[C:12](Cl)[N:11]=[CH:10][C:9]=3[O:8][C:5]2=[CH:6][CH:7]=1.[F:23][C:24]1[C:29](B(O)O)=[CH:28][CH:27]=[CH:26][N:25]=1.[F:33][C:34]1[CH:39]=[C:38](B(O)O)[CH:37]=[CH:36][N:35]=1. (2) The reactants are: [C:1]([C:3]1[CH:4]=[C:5]([CH:9]=[CH:10][C:11]=1[O:12][CH:13]([CH3:15])[CH3:14])[C:6]([OH:8])=O)#[N:2].CCN=C=NCCCN(C)C.C1C=CC2N(O)N=NC=2C=1.O[NH:38][C:39](=[NH:56])[C:40]1[CH:41]=[C:42]2[C:46](=[CH:47][CH:48]=1)[N:45]([CH2:49][CH2:50][C:51]([O:53][CH2:54][CH3:55])=[O:52])[CH:44]=[CH:43]2. Given the product [C:1]([C:3]1[CH:4]=[C:5]([C:6]2[O:8][N:56]=[C:39]([C:40]3[CH:41]=[C:42]4[C:46](=[CH:47][CH:48]=3)[N:45]([CH2:49][CH2:50][C:51]([O:53][CH2:54][CH3:55])=[O:52])[CH:44]=[CH:43]4)[N:38]=2)[CH:9]=[CH:10][C:11]=1[O:12][CH:13]([CH3:15])[CH3:14])#[N:2], predict the reactants needed to synthesize it. (3) The reactants are: [CH2:1]([N:8]1[C:12](=[O:13])[C:11](=[C:14]2[N:18]([CH3:19])[C:17]3[CH:20]=[C:21]([O:24][CH2:25][CH2:26]Cl)[CH:22]=[CH:23][C:16]=3[S:15]2)[S:10][C:9]1=[N:28][C:29]1[CH:30]=[C:31]([NH:38][C:39](=[O:44])[CH2:40][N:41]([CH3:43])[CH3:42])[CH:32]=[CH:33][C:34]=1[NH:35][CH2:36][CH3:37])[C:2]1[CH:7]=[CH:6][CH:5]=[CH:4][CH:3]=1.[C:45]([O-:48])(=[O:47])[CH3:46].[Na+]. Given the product [CH2:1]([N:8]1[C:12](=[O:13])[C:11](=[C:14]2[N:18]([CH3:19])[C:17]3[CH:20]=[C:21]([O:24][CH2:25][CH2:26][O:48][C:45](=[O:47])[CH3:46])[CH:22]=[CH:23][C:16]=3[S:15]2)[S:10][C:9]1=[N:28][C:29]1[CH:30]=[C:31]([NH:38][C:39](=[O:44])[CH2:40][N:41]([CH3:43])[CH3:42])[CH:32]=[CH:33][C:34]=1[NH:35][CH2:36][CH3:37])[C:2]1[CH:7]=[CH:6][CH:5]=[CH:4][CH:3]=1, predict the reactants needed to synthesize it. (4) Given the product [C:27]([O:26][C:24]([N:18]1[C@@H:19]([CH2:62][C:63]2[CH:68]=[CH:67][C:66]([O:69][CH3:70])=[CH:65][C:64]=2[I:71])[C:20](=[O:23])[N:21]([CH3:22])[C@@H:17]1[C:13]([CH3:16])([CH3:14])[CH3:15])=[O:25])([CH3:30])([CH3:29])[CH3:28], predict the reactants needed to synthesize it. The reactants are: N[C@H](C(O)=O)CC1C=CC=CC=1.[C:13]([CH:17]1[N:21]([CH3:22])[C:20](=[O:23])[CH2:19][N:18]1[C:24]([O:26][C:27]([CH3:30])([CH3:29])[CH3:28])=[O:25])([CH3:16])([CH3:15])[CH3:14].C(NC(C)C)(C)C.[Li]CCCC.C(OC(N1CC(=O)N(C)[C@@H]1C(C)(C)C)=O)(C)(C)C.Br[CH2:62][C:63]1[CH:68]=[CH:67][C:66]([O:69][CH3:70])=[CH:65][C:64]=1[I:71].[NH4+].[Cl-]. (5) Given the product [Br:22][C:5]1[C:6]([CH2:11][NH:31][CH2:32][C:33]([O:35][CH2:36][CH3:37])=[O:34])=[C:7]([N+:8]([O-:10])=[O:9])[CH:2]=[CH:3][CH:4]=1, predict the reactants needed to synthesize it. The reactants are: Br[C:2]1[C:7]([N+:8]([O-:10])=[O:9])=[C:6]([CH3:11])[CH:5]=[CH:4][CH:3]=1.C1C(C(OO)=O)=CC=CC=1.[Br:22]N1C(=O)CCC1=O.Cl.[NH2:31][CH2:32][C:33]([O:35][CH2:36][CH3:37])=[O:34].C(=O)([O-])O.[Na+]. (6) Given the product [C:1]([O:5][C:6](=[O:16])[NH:7][C@H:8]1[CH2:9][CH2:10][C@@H:11]([CH2:14][NH:15][C:18]2[N:27]=[C:26]([N:28]([CH3:30])[CH3:29])[C:25]3[C:20](=[CH:21][CH:22]=[CH:23][CH:24]=3)[N:19]=2)[CH2:12][CH2:13]1)([CH3:4])([CH3:2])[CH3:3], predict the reactants needed to synthesize it. The reactants are: [C:1]([O:5][C:6](=[O:16])[NH:7][C@H:8]1[CH2:13][CH2:12][C@@H:11]([CH2:14][NH2:15])[CH2:10][CH2:9]1)([CH3:4])([CH3:3])[CH3:2].Cl[C:18]1[N:27]=[C:26]([N:28]([CH3:30])[CH3:29])[C:25]2[C:20](=[CH:21][CH:22]=[CH:23][CH:24]=2)[N:19]=1.C(N(CC)CC)C. (7) Given the product [OH:16][CH2:15][C@:5]1([OH:4])[CH2:6][C@@H:7]2[C:12](=[CH:11][CH2:10][CH2:9][O:8]2)[C@H:13]([OH:14])[CH2:17]1, predict the reactants needed to synthesize it. The reactants are: C([O:4][C:5]12[CH2:17][CH:13]([O:14][C:15]1=[O:16])[C:12]1[CH:7]([O:8][CH2:9][CH2:10][CH:11]=1)[CH2:6]2)(=O)C.[BH4-].[Na+].